From a dataset of Forward reaction prediction with 1.9M reactions from USPTO patents (1976-2016). Predict the product of the given reaction. (1) Given the reactants Cl.[Cl:2][CH2:3][C:4]1([C:8]([O:10][CH2:11][CH3:12])=[O:9])[CH2:7][NH:6][CH2:5]1.[O:13]1[CH2:18][CH2:17][CH:16]([C:19](O)=[O:20])[CH2:15][CH2:14]1, predict the reaction product. The product is: [Cl:2][CH2:3][C:4]1([C:8]([O:10][CH2:11][CH3:12])=[O:9])[CH2:7][N:6]([C:19]([CH:16]2[CH2:17][CH2:18][O:13][CH2:14][CH2:15]2)=[O:20])[CH2:5]1. (2) Given the reactants [CH3:1][O:2][C:3]([N:5]1[CH2:10][CH2:9][CH:8](C(O)=O)[CH2:7][CH:6]1[C:14]1[CH:19]=[C:18]([F:20])[C:17]([F:21])=[C:16]([F:22])[CH:15]=1)=[O:4].N1(C(N2C=CN=C2)=O)C=CN=C1.[CH2:35]([O:37][C:38](=[O:43])[CH2:39][C:40]([O-:42])=[O:41])[CH3:36].[K+].[Cl-].[Mg+2].[Cl-].Cl, predict the reaction product. The product is: [CH2:35]([O:37][C:38](=[O:43])[CH2:39][C:40]([C@@H:8]1[CH2:9][CH2:10][N:5]([C:3]([O:2][CH3:1])=[O:4])[C@@H:6]([C:14]2[CH:15]=[C:16]([F:22])[C:17]([F:21])=[C:18]([F:20])[CH:19]=2)[CH2:7]1)=[O:41])[CH3:36].[CH2:35]([O:37][C:38](=[O:43])[CH2:39][C:40]([C@H:8]1[CH2:9][CH2:10][N:5]([C:3]([O:2][CH3:1])=[O:4])[C@@H:6]([C:14]2[CH:15]=[C:16]([F:22])[C:17]([F:21])=[C:18]([F:20])[CH:19]=2)[CH2:7]1)=[O:42])[CH3:36]. (3) Given the reactants [CH2:1]([S:3]([C:6]1[CH:11]=[CH:10][C:9]([OH:12])=[C:8]([NH2:13])[CH:7]=1)(=[O:5])=[O:4])[CH3:2].C(=O)([O-])[O-].[Cs+].[Cs+].Br[CH2:21][C:22](Br)=[O:23], predict the reaction product. The product is: [CH2:1]([S:3]([C:6]1[CH:11]=[CH:10][C:9]2[O:12][CH2:21][C:22](=[O:23])[NH:13][C:8]=2[CH:7]=1)(=[O:5])=[O:4])[CH3:2].